From a dataset of Forward reaction prediction with 1.9M reactions from USPTO patents (1976-2016). Predict the product of the given reaction. (1) The product is: [NH3:9].[Cl:1][C:2]1[CH:3]=[C:4]([CH:12]=[CH:13][C:14]=1[Cl:15])[O:5][CH:6]1[CH2:11][CH2:10][N:9]([CH2:19][C@:17]([OH:18])([CH3:16])[CH2:20][N:21]2[C:22](=[O:31])[C:23]3[C:28](=[CH:27][CH:26]=[CH:25][CH:24]=3)[C:29]2=[O:30])[CH2:8][CH2:7]1. Given the reactants [Cl:1][C:2]1[CH:3]=[C:4]([CH:12]=[CH:13][C:14]=1[Cl:15])[O:5][CH:6]1[CH2:11][CH2:10][NH:9][CH2:8][CH2:7]1.[CH3:16][C@@:17]1([CH2:20][N:21]2[C:29](=[O:30])[C:28]3[C:23](=[CH:24][CH:25]=[CH:26][CH:27]=3)[C:22]2=[O:31])[CH2:19][O:18]1.C(N(CC)CC)C, predict the reaction product. (2) Given the reactants C([O:3][CH:4](OCC)[C:5]1[N:10]=[C:9]([N:11]2[CH2:14][CH:13]([N:15]3[CH2:20][CH2:19][N:18]([CH3:21])[C@H:17]([CH3:22])[CH2:16]3)[CH2:12]2)[C:8]([F:23])=[CH:7][CH:6]=1)C, predict the reaction product. The product is: [CH3:22][C@H:17]1[N:18]([CH3:21])[CH2:19][CH2:20][N:15]([CH:13]2[CH2:12][N:11]([C:9]3[N:10]=[C:5]([CH:4]=[O:3])[CH:6]=[CH:7][C:8]=3[F:23])[CH2:14]2)[CH2:16]1. (3) Given the reactants [H-].[Na+].[CH3:3][CH:4]1[CH2:9][CH2:8][CH2:7][CH:6]([CH3:10])[CH:5]1[OH:11].[CH2:12]([O:19][C:20]1[C:24]([O:25][CH2:26][C:27]2[CH:32]=[CH:31][CH:30]=[CH:29][CH:28]=2)=[C:23]([C:33](=[O:37])[N:34]([CH3:36])[CH3:35])[N:22]([C:38]2[CH:43]=[CH:42][C:41]([O:44][CH3:45])=[CH:40][CH:39]=2)[C:21]=1[C:46](OCC)=[O:47])[C:13]1[CH:18]=[CH:17][CH:16]=[CH:15][CH:14]=1, predict the reaction product. The product is: [CH2:12]([O:19][C:20]1[C:24]([O:25][CH2:26][C:27]2[CH:32]=[CH:31][CH:30]=[CH:29][CH:28]=2)=[C:23]([C:33](=[O:37])[N:34]([CH3:35])[CH3:36])[N:22]([C:38]2[CH:43]=[CH:42][C:41]([O:44][CH3:45])=[CH:40][CH:39]=2)[C:21]=1[C:46]([O:11][CH:5]1[CH:6]([CH3:10])[CH2:7][CH2:8][CH2:9][CH:4]1[CH3:3])=[O:47])[C:13]1[CH:14]=[CH:15][CH:16]=[CH:17][CH:18]=1. (4) Given the reactants C([CH:3](CC)[C:4]([CH3:9])([CH3:8])[C:5](=[NH:7])[NH2:6])C.[CH2:12]([O:14][CH:15]=[C:16]([C:20]([O-])=O)[C:17]([O-])=[O:18])[CH3:13].[O-:23]CC.[Na+].C(O)C, predict the reaction product. The product is: [C:4]([C:5]1[NH:6][C:17](=[O:18])[C:16]([C:15]([O:14][CH2:12][CH3:13])=[O:23])=[CH:20][N:7]=1)([CH3:3])([CH3:8])[CH3:9]. (5) The product is: [Br:1][C:2]1[C:3]([CH3:32])=[C:4]([N:8]2[C:13](=[O:14])[CH:12]=[CH:11][N:10]([CH2:22][C:23]3[CH:28]=[CH:27][C:26]([O:29][CH3:30])=[CH:25][CH:24]=3)[C:9]2=[O:31])[CH:5]=[CH:6][CH:7]=1. Given the reactants [Br:1][C:2]1[C:3]([CH3:32])=[C:4]([N:8]2[C:13](=[O:14])[CH:12]([Se]C3C=CC=CC=3)[CH2:11][N:10]([CH2:22][C:23]3[CH:28]=[CH:27][C:26]([O:29][CH3:30])=[CH:25][CH:24]=3)[C:9]2=[O:31])[CH:5]=[CH:6][CH:7]=1.OO.O, predict the reaction product. (6) Given the reactants [CH3:1][C:2]1[CH:11]=[CH:10][C:5]([C:6]([O:8][CH3:9])=[O:7])=[CH:4][C:3]=1[C:12]#[C:13][Si](C)(C)C.[F-].C([N+](CCCC)(CCCC)CCCC)CCC, predict the reaction product. The product is: [C:12]([C:3]1[CH:4]=[C:5]([CH:10]=[CH:11][C:2]=1[CH3:1])[C:6]([O:8][CH3:9])=[O:7])#[CH:13]. (7) Given the reactants Br[C:2]1[CH:3]=[CH:4][C:5]2[CH:16]=[CH:15][C:9]3=[N:10][CH:11]=[C:12]([Cl:14])[CH:13]=[C:8]3[C:7](=[O:17])[C:6]=2[CH:18]=1.[O:19]1[CH2:24][CH2:23][O:22][CH2:21][C@H:20]1[CH2:25][N:26]([CH3:31])[S:27]([NH2:30])(=[O:29])=[O:28].CC(C)([O-])C.[Na+].CC1(C)C2C(=C(P(C3C=CC=CC=3)C3C=CC=CC=3)C=CC=2)OC2C(P(C3C=CC=CC=3)C3C=CC=CC=3)=CC=CC1=2, predict the reaction product. The product is: [Cl:14][C:12]1[CH:13]=[C:8]2[C:7](=[O:17])[C:6]3[CH:18]=[C:2]([NH:30][S:27]([N:26]([CH2:25][C@@H:20]4[CH2:21][O:22][CH2:23][CH2:24][O:19]4)[CH3:31])(=[O:28])=[O:29])[CH:3]=[CH:4][C:5]=3[CH:16]=[CH:15][C:9]2=[N:10][CH:11]=1. (8) Given the reactants [CH2:1]([N:8]([CH2:18][CH2:19][C:20]([O:22][CH2:23][CH3:24])=[O:21])[CH2:9][C:10]([F:17])([F:16])[C:11]([O:13]CC)=O)[C:2]1[CH:7]=[CH:6][CH:5]=[CH:4][CH:3]=1.CC(C)([O-])C.[K+].[NH4+].[Cl-], predict the reaction product. The product is: [CH2:1]([N:8]1[CH2:9][C:10]([F:16])([F:17])[C:11](=[O:13])[CH:19]([C:20]([O:22][CH2:23][CH3:24])=[O:21])[CH2:18]1)[C:2]1[CH:3]=[CH:4][CH:5]=[CH:6][CH:7]=1.